Dataset: Catalyst prediction with 721,799 reactions and 888 catalyst types from USPTO. Task: Predict which catalyst facilitates the given reaction. (1) Reactant: [CH3:1][C:2]1[CH:3]=[N:4][N:5]([C:7]2[CH:12]=[CH:11][N:10]=[CH:9][C:8]=2[N:13]2[CH2:18][CH2:17][CH:16]([C:19](O)=[O:20])[CH2:15][CH2:14]2)[CH:6]=1.[CH3:22][NH:23][CH:24]1[CH2:29][CH2:28][O:27][CH2:26][CH2:25]1.CN(C(ON1N=NC2C=CC=NC1=2)=[N+](C)C)C.F[P-](F)(F)(F)(F)F.CCN(C(C)C)C(C)C. Product: [CH3:22][N:23]([CH:24]1[CH2:29][CH2:28][O:27][CH2:26][CH2:25]1)[C:19]([CH:16]1[CH2:17][CH2:18][N:13]([C:8]2[CH:9]=[N:10][CH:11]=[CH:12][C:7]=2[N:5]2[CH:6]=[C:2]([CH3:1])[CH:3]=[N:4]2)[CH2:14][CH2:15]1)=[O:20]. The catalyst class is: 136. (2) Reactant: [O:1]=[C:2]([C:6]1[CH:11]=[CH:10][CH:9]=[CH:8][CH:7]=1)[CH2:3][C:4]#[N:5].[CH3:12][O:13][C:14]1[CH:20]=[C:19]([O:21][CH3:22])[CH:18]=[CH:17][C:15]=1[NH2:16]. Product: [CH3:12][O:13][C:14]1[CH:20]=[C:19]([O:21][CH3:22])[CH:18]=[CH:17][C:15]=1[NH:16][C:4](=[NH:5])[CH2:3][C:2](=[O:1])[C:6]1[CH:7]=[CH:8][CH:9]=[CH:10][CH:11]=1. The catalyst class is: 8.